This data is from Full USPTO retrosynthesis dataset with 1.9M reactions from patents (1976-2016). The task is: Predict the reactants needed to synthesize the given product. (1) Given the product [CH3:15][N:16]([CH3:17])[C:11]([C:6]1[C:5]2[CH2:4][CH2:3][C:2](=[O:1])[C:10]=2[CH:9]=[CH:8][CH:7]=1)=[O:13], predict the reactants needed to synthesize it. The reactants are: [O:1]=[C:2]1[C:10]2[CH:9]=[CH:8][CH:7]=[C:6]([C:11]([OH:13])=O)[C:5]=2[CH2:4][CH2:3]1.Cl.[CH3:15][NH:16][CH3:17].O.ON1C2C=CC=CC=2N=N1.C(N(CC)CC)C.Cl.CN(C)CCCN=C=NCC. (2) The reactants are: [F:1][CH2:2][C:3]1[CH:4]=[C:5]([C:13](OC)=[O:14])[CH:6]=[C:7]([CH:12]=1)[C:8]([O:10][CH3:11])=[O:9].[BH4-].[Na+].CO. Given the product [F:1][CH2:2][C:3]1[CH:12]=[C:7]([CH:6]=[C:5]([CH2:13][OH:14])[CH:4]=1)[C:8]([O:10][CH3:11])=[O:9], predict the reactants needed to synthesize it. (3) Given the product [Cl:1][C:2]1[CH:3]=[C:4]([C:8]([NH:10][C@@H:11]2[CH2:16][CH2:15][NH:14][CH2:13][C@@H:12]2[O:22][CH2:23][CH3:24])=[O:9])[NH:5][C:6]=1[CH3:7], predict the reactants needed to synthesize it. The reactants are: [Cl:1][C:2]1[CH:3]=[C:4]([C:8]([NH:10][C@@H:11]2[CH2:16][CH2:15][N:14](C(OCC)=O)[CH2:13][C@@H:12]2[O:22][CH2:23][CH3:24])=[O:9])[NH:5][C:6]=1[CH3:7].[OH-].[K+].O.NN.O. (4) Given the product [CH:5]1([CH:11]2[C:20]3[C:15](=[CH:16][C:17]([OH:21])=[CH:18][CH:19]=3)[CH2:14][CH2:13][N:12]2[C:23](=[O:28])[C:24]([F:25])([F:26])[F:27])[CH2:6][CH2:7][CH2:8][CH2:9][CH2:10]1, predict the reactants needed to synthesize it. The reactants are: B(Br)(Br)Br.[CH:5]1([CH:11]2[C:20]3[C:15](=[CH:16][C:17]([O:21]C)=[CH:18][CH:19]=3)[CH2:14][CH2:13][N:12]2[C:23](=[O:28])[C:24]([F:27])([F:26])[F:25])[CH2:10][CH2:9][CH2:8][CH2:7][CH2:6]1.CO.